From a dataset of NCI-60 drug combinations with 297,098 pairs across 59 cell lines. Regression. Given two drug SMILES strings and cell line genomic features, predict the synergy score measuring deviation from expected non-interaction effect. (1) Drug 1: C1CC(C1)(C(=O)O)C(=O)O.[NH2-].[NH2-].[Pt+2]. Synergy scores: CSS=29.1, Synergy_ZIP=-7.80, Synergy_Bliss=-3.93, Synergy_Loewe=-0.0547, Synergy_HSA=-1.15. Cell line: SK-MEL-5. Drug 2: C1C(C(OC1N2C=NC(=NC2=O)N)CO)O. (2) Drug 2: C1CNP(=O)(OC1)N(CCCl)CCCl. Drug 1: CC1=CC=C(C=C1)C2=CC(=NN2C3=CC=C(C=C3)S(=O)(=O)N)C(F)(F)F. Cell line: ACHN. Synergy scores: CSS=0.617, Synergy_ZIP=-0.840, Synergy_Bliss=-0.758, Synergy_Loewe=-1.72, Synergy_HSA=-1.86. (3) Drug 1: CC1=C(C(CCC1)(C)C)C=CC(=CC=CC(=CC(=O)O)C)C. Drug 2: CC(C)CN1C=NC2=C1C3=CC=CC=C3N=C2N. Cell line: SK-MEL-5. Synergy scores: CSS=1.21, Synergy_ZIP=1.55, Synergy_Bliss=-3.66, Synergy_Loewe=-4.74, Synergy_HSA=-4.74.